Predict the reactants needed to synthesize the given product. From a dataset of Full USPTO retrosynthesis dataset with 1.9M reactions from patents (1976-2016). (1) Given the product [F:30][C:31]1[CH:38]=[CH:37][CH:36]=[CH:35][C:32]=1[CH2:33][O:29][C:28]1[CH:27]=[CH:26][C:4]([NH:5][C:6]2[C:15]3[C:10](=[CH:11][C:12]([O:24][CH3:25])=[CH:13][C:14]=3[O:16][CH:17]3[CH2:22][CH2:21][N:20]([CH3:23])[CH2:19][CH2:18]3)[N:9]=[CH:8][N:7]=2)=[CH:3][C:2]=1[CH3:1], predict the reactants needed to synthesize it. The reactants are: [CH3:1][C:2]1[CH:3]=[C:4]([CH:26]=[CH:27][C:28]=1[OH:29])[NH:5][C:6]1[C:15]2[C:10](=[CH:11][C:12]([O:24][CH3:25])=[CH:13][C:14]=2[O:16][CH:17]2[CH2:22][CH2:21][N:20]([CH3:23])[CH2:19][CH2:18]2)[N:9]=[CH:8][N:7]=1.[F:30][C:31]1[CH:38]=[CH:37][CH:36]=[CH:35][C:32]=1[CH2:33]Cl. (2) Given the product [OH:31][C@H:30]([C@@H:38]1[CH2:37][CH2:40][CH2:39][O:43]1)[CH2:29][C@H:26]1[CH2:25][CH2:24][C:23]2[S:22][C:21]3[C:28](=[C:17]([O:16][CH:13]4[CH2:14][CH2:15][CH:10]([N:2]([CH3:1])[C:3](=[O:9])[O:4][C:5]([CH3:8])([CH3:6])[CH3:7])[CH2:11][CH2:12]4)[N:18]=[CH:19][N:20]=3)[C:27]1=2, predict the reactants needed to synthesize it. The reactants are: [CH3:1][N:2]([CH:10]1[CH2:15][CH2:14][CH:13]([O:16][C:17]2[N:18]=[CH:19][N:20]=[C:21]3[C:28]=2[C:27]2[C@@H:26]([CH2:29][CH:30]=[O:31])[CH2:25][CH2:24][C:23]=2[S:22]3)[CH2:12][CH2:11]1)[C:3](=[O:9])[O:4][C:5]([CH3:8])([CH3:7])[CH3:6].B([CH2:37][CH3:38])(CC)CC.[C:39]([O:43]O)(C)(C)[CH3:40].O=O.[NH4+].[OH-]. (3) Given the product [Cl:1][C:2]1[CH:16]=[CH:15][C:14]([Cl:17])=[CH:13][C:3]=1[O:4][C:5]1[CH:10]=[CH:9][C:8]([N:11]=[C:23]=[S:24])=[CH:7][C:6]=1[F:12], predict the reactants needed to synthesize it. The reactants are: [Cl:1][C:2]1[CH:16]=[CH:15][C:14]([Cl:17])=[CH:13][C:3]=1[O:4][C:5]1[CH:10]=[CH:9][C:8]([NH2:11])=[CH:7][C:6]=1[F:12].C(=O)(O)[O-].[Na+].[C:23](Cl)(Cl)=[S:24]. (4) The reactants are: [CH3:1][O:2][C:3]1[CH:4]=[C:5]([C:9]([CH3:15])([CH3:14])[C:10]([O:12]C)=[O:11])[CH:6]=[CH:7][CH:8]=1. Given the product [CH3:1][O:2][C:3]1[CH:4]=[C:5]([C:9]([CH3:15])([CH3:14])[C:10]([OH:12])=[O:11])[CH:6]=[CH:7][CH:8]=1, predict the reactants needed to synthesize it. (5) Given the product [CH3:23][C@H:19]1[CH2:20][CH2:21][CH2:22][N:18]1[C:14]1[CH:13]=[C:12]([NH:11][C:4]2[C:5]3[N:10]=[CH:9][S:8][C:6]=3[N:7]=[C:2]([C:32]3[CH:33]=[C:34]([CH:50]=[CH:51][CH:52]=3)[CH2:35][NH:36][CH:37]3[CH2:42][CH2:41][N:40]([C:43]([O:45][C:46]([CH3:48])([CH3:49])[CH3:47])=[O:44])[CH2:39][CH2:38]3)[N:3]=2)[CH:17]=[CH:16][CH:15]=1, predict the reactants needed to synthesize it. The reactants are: Cl[C:2]1[N:3]=[C:4]([NH:11][C:12]2[CH:17]=[CH:16][CH:15]=[C:14]([N:18]3[CH2:22][CH2:21][CH2:20][C@@H:19]3[CH3:23])[CH:13]=2)[C:5]2[N:10]=[CH:9][S:8][C:6]=2[N:7]=1.CC1(C)C(C)(C)OB([C:32]2[CH:33]=[C:34]([CH:50]=[CH:51][CH:52]=2)[CH2:35][NH:36][CH:37]2[CH2:42][CH2:41][N:40]([C:43]([O:45][C:46]([CH3:49])([CH3:48])[CH3:47])=[O:44])[CH2:39][CH2:38]2)O1.C([O-])([O-])=O.[Na+].[Na+]. (6) Given the product [CH2:7]([CH:13]([C:14]([OH:16])=[O:15])[CH2:12][C@@H:11]([C:17]([OH:19])=[O:18])[NH2:10])[C:1]1[CH:2]=[CH:3][CH:4]=[CH:5][CH:6]=1.[CH:1]12[CH2:7][CH:4]([CH2:5][CH2:6]1)[CH2:3][CH:2]2[CH2:8][CH:13]([C:14]([OH:16])=[O:15])[CH2:12][C@@H:11]([C:17]([OH:19])=[O:18])[NH2:10], predict the reactants needed to synthesize it. The reactants are: [CH:1]12[CH2:7][CH:4]([CH2:5][CH2:6]1)[CH2:3][CH:2]2[CH2:8]O.[NH2:10][C@H:11]([C:17]([OH:19])=[O:18])[CH2:12][CH2:13][C:14]([OH:16])=[O:15].O.C1(C)C=CC(S(O)(=O)=O)=CC=1. (7) Given the product [CH3:23][N:9]1[C:8]2[CH:24]=[CH:25][C:5]([C:3]([OH:4])=[O:2])=[CH:6][C:7]=2[N:11]=[C:10]1[NH:12][C:13]1[S:14][C:15]2[CH:21]=[C:20]([CH3:22])[CH:19]=[CH:18][C:16]=2[N:17]=1, predict the reactants needed to synthesize it. The reactants are: C[O:2][C:3]([C:5]1[CH:25]=[CH:24][C:8]2[N:9]([CH3:23])[C:10]([NH:12][C:13]3[S:14][C:15]4[CH:21]=[C:20]([CH3:22])[CH:19]=[CH:18][C:16]=4[N:17]=3)=[N:11][C:7]=2[CH:6]=1)=[O:4].[Li+].[OH-]. (8) Given the product [I:10][C:5]1[CH:6]=[C:7]([CH3:8])[C:2]([CH3:1])=[CH:3][C:4]=1[OH:9], predict the reactants needed to synthesize it. The reactants are: [CH3:1][C:2]1[CH:3]=[C:4]([OH:9])[CH:5]=[CH:6][C:7]=1[CH3:8].[I:10]I.S([O-])([O-])=O.[Na+].[Na+]. (9) The reactants are: [O:1]=[C:2]1[CH2:7][CH2:6][N:5]2[CH:8]=[C:9]([C:11]([OH:13])=O)[N:10]=[C:4]2[NH:3]1.CCN=C=NCCCN(C)C.CCN(C(C)C)C(C)C.C1C=CC2N(O)N=NC=2C=1.[NH2:44][C@@H:45]([CH3:62])[CH2:46][N:47]1[CH:51]=[CH:50][C:49]([C:52]2[CH:59]=[C:58]([F:60])[C:55]([C:56]#[N:57])=[C:54]([Cl:61])[CH:53]=2)=[N:48]1. Given the product [Cl:61][C:54]1[CH:53]=[C:52]([C:49]2[CH:50]=[CH:51][N:47]([CH2:46][C@@H:45]([NH:44][C:11]([C:9]3[N:10]=[C:4]4[NH:3][C:2](=[O:1])[CH2:7][CH2:6][N:5]4[CH:8]=3)=[O:13])[CH3:62])[N:48]=2)[CH:59]=[C:58]([F:60])[C:55]=1[C:56]#[N:57], predict the reactants needed to synthesize it. (10) The reactants are: [NH:1]1[CH:5]=[CH:4][C:3]([NH2:6])=[N:2]1.[F:7][C:8]1[C:13]([F:14])=[C:12](F)[N:11]=[CH:10][N:9]=1.C(=O)([O-])[O-].[K+].[K+]. Given the product [F:14][C:13]1[C:12]([N:1]2[CH:5]=[CH:4][C:3]([NH2:6])=[N:2]2)=[N:11][CH:10]=[N:9][C:8]=1[F:7], predict the reactants needed to synthesize it.